From a dataset of Full USPTO retrosynthesis dataset with 1.9M reactions from patents (1976-2016). Predict the reactants needed to synthesize the given product. (1) Given the product [C:3]([C:6]1[S:10][C:9](=[O:11])[N:8]([CH2:14][CH3:15])[C:7]=1[CH3:12])(=[O:5])[CH3:4], predict the reactants needed to synthesize it. The reactants are: [OH-].[K+].[C:3]([C:6]1[S:10][C:9](=[O:11])[NH:8][C:7]=1[CH3:12])(=[O:5])[CH3:4].I[CH2:14][CH3:15]. (2) Given the product [C:33]([NH:1][C:2]1[CH:3]=[C:4]([C:8]2[C:13]3[N:14]([C:17]4[CH:22]=[CH:21][CH:20]=[CH:19][CH:18]=4)[CH:15]=[N:16][C:12]=3[CH:11]=[C:10]([C:23]([F:26])([F:25])[F:24])[CH:9]=2)[CH:5]=[CH:6][CH:7]=1)(=[O:35])[CH3:34], predict the reactants needed to synthesize it. The reactants are: [NH2:1][C:2]1[CH:3]=[C:4]([C:8]2[C:13]3[N:14]([C:17]4[CH:22]=[CH:21][CH:20]=[CH:19][CH:18]=4)[CH:15]=[N:16][C:12]=3[CH:11]=[C:10]([C:23]([F:26])([F:25])[F:24])[CH:9]=2)[CH:5]=[CH:6][CH:7]=1.C(=O)([O-])[O-].[Na+].[Na+].[C:33](OC(=O)C)(=[O:35])[CH3:34]. (3) The reactants are: O=[C:2]1[NH:8][CH:7]([CH2:9][CH2:10][C:11]2[NH:36][C:14]3=[N:15][CH:16]=[C:17]([C:19]4[CH:24]=[CH:23][C:22]([S:25]([NH:28][C:29]5[CH:34]=[CH:33][CH:32]=[CH:31][C:30]=5[CH3:35])(=[O:27])=[O:26])=[CH:21][CH:20]=4)[CH:18]=[C:13]3[N:12]=2)[CH2:6][CH2:5][CH2:4][CH2:3]1.COC1C=CC(P2(SP(C3C=CC(OC)=CC=3)(=S)S2)=[S:46])=CC=1. Given the product [S:46]=[C:2]1[NH:8][CH:7]([CH2:9][CH2:10][C:11]2[NH:36][C:14]3=[N:15][CH:16]=[C:17]([C:19]4[CH:24]=[CH:23][C:22]([S:25]([NH:28][C:29]5[CH:34]=[CH:33][CH:32]=[CH:31][C:30]=5[CH3:35])(=[O:27])=[O:26])=[CH:21][CH:20]=4)[CH:18]=[C:13]3[N:12]=2)[CH2:6][CH2:5][CH2:4][CH2:3]1, predict the reactants needed to synthesize it. (4) The reactants are: [NH:1]1[CH:5]=[CH:4][N:3]=[C:2]1[C:6]1[C:15]2[C:10](=[CH:11][C:12]([CH3:18])=[C:13]([O:16][CH3:17])[CH:14]=2)[CH2:9][CH2:8][CH:7]=1. Given the product [NH:1]1[CH:5]=[CH:4][N:3]=[C:2]1[CH:6]1[C:15]2[C:10](=[CH:11][C:12]([CH3:18])=[C:13]([O:16][CH3:17])[CH:14]=2)[CH2:9][CH2:8][CH2:7]1, predict the reactants needed to synthesize it. (5) Given the product [NH2:1][C:2]1[C:3]([CH2:12][OH:13])=[CH:4][C:5]2[C:10]([CH:11]=1)=[CH:9][CH:8]=[CH:7][CH:6]=2, predict the reactants needed to synthesize it. The reactants are: [NH2:1][C:2]1[C:3]([C:12](O)=[O:13])=[CH:4][C:5]2[C:10]([CH:11]=1)=[CH:9][CH:8]=[CH:7][CH:6]=2.[H-].[H-].[H-].[H-].[Li+].[Al+3].O.[OH-].[Na+]. (6) Given the product [Cl:1][C:2]1[CH:3]=[CH:4][C:5]([CH2:8][CH:9]([C:13]2[CH:14]=[CH:15][CH:16]=[CH:17][CH:18]=2)[CH:10]([OH:12])[CH3:11])=[CH:6][CH:7]=1, predict the reactants needed to synthesize it. The reactants are: [Cl:1][C:2]1[CH:7]=[CH:6][C:5]([CH2:8][CH:9]([C:13]2[CH:18]=[CH:17][CH:16]=[CH:15][CH:14]=2)[C:10](=[O:12])[CH3:11])=[CH:4][CH:3]=1.[BH4-].[Na+].